Dataset: Forward reaction prediction with 1.9M reactions from USPTO patents (1976-2016). Task: Predict the product of the given reaction. (1) Given the reactants CO[CH2:3][CH2:4][O:5][CH3:6].[C:7](/[C:9](/[C:24]1[CH:25]=[N:26][CH:27]=[CH:28][CH:29]=1)=[CH:10]\[N:11]([CH2:19][C:20]([O:22][CH3:23])=[O:21])CCC(OCC)=O)#[N:8].[CH2:30]1[CH2:40]CN2C(=NCCC2)CC1.C(O)(=[O:43])C, predict the reaction product. The product is: [NH2:8][C:7]1[C:9]([C:24]2[CH:25]=[N:26][CH:27]=[CH:28][CH:29]=2)=[C:10]([CH2:40][CH2:30][C:6]([O:5][CH2:4][CH3:3])=[O:43])[NH:11][C:19]=1[C:20]([O:22][CH3:23])=[O:21]. (2) Given the reactants [N:1]([C@@H:4]([C@@H:39]([C:48]1[CH:53]=[CH:52][C:51]([Cl:54])=[CH:50][CH:49]=1)[C:40]1[CH:41]=[N:42][C:43]([O:46][CH3:47])=[CH:44][CH:45]=1)[C:5]([NH:7][C:8]1[CH:37]=[CH:36][CH:35]=[C:34]([F:38])[C:9]=1[CH2:10][CH2:11][C@@H:12]1[N:17]([S:18]([C:21]2[CH:26]=[CH:25][CH:24]=[CH:23][CH:22]=2)(=[O:20])=[O:19])[CH2:16][CH2:15][N:14]([C:27]([O:29][C:30]([CH3:33])([CH3:32])[CH3:31])=[O:28])[CH2:13]1)=[O:6])=[N+]=[N-].CP(C)C, predict the reaction product. The product is: [NH2:1][C@@H:4]([C@@H:39]([C:48]1[CH:53]=[CH:52][C:51]([Cl:54])=[CH:50][CH:49]=1)[C:40]1[CH:41]=[N:42][C:43]([O:46][CH3:47])=[CH:44][CH:45]=1)[C:5]([NH:7][C:8]1[CH:37]=[CH:36][CH:35]=[C:34]([F:38])[C:9]=1[CH2:10][CH2:11][C@@H:12]1[N:17]([S:18]([C:21]2[CH:26]=[CH:25][CH:24]=[CH:23][CH:22]=2)(=[O:20])=[O:19])[CH2:16][CH2:15][N:14]([C:27]([O:29][C:30]([CH3:31])([CH3:33])[CH3:32])=[O:28])[CH2:13]1)=[O:6]. (3) The product is: [Br:1][C:2]1[C:3]([CH3:12])=[CH:4][C:5]([Cl:11])=[C:6]([NH2:8])[CH:7]=1. Given the reactants [Br:1][C:2]1[CH:7]=[C:6]([N+:8]([O-])=O)[C:5]([Cl:11])=[CH:4][C:3]=1[CH3:12].C(O)(=O)C.C(N)=N, predict the reaction product. (4) Given the reactants [NH2:1][N:2]1[N:11]=[C:10]([C:12]2[CH:17]=[CH:16][C:15]([Cl:18])=[CH:14][CH:13]=2)[C:9]2[C:4](=[CH:5][CH:6]=[CH:7][CH:8]=2)[C:3]1=[O:19].[C:20]1([CH2:26][C:27](Cl)=[O:28])[CH:25]=[CH:24][CH:23]=[CH:22][CH:21]=1, predict the reaction product. The product is: [Cl:18][C:15]1[CH:16]=[CH:17][C:12]([C:10]2[C:9]3[C:4](=[CH:5][CH:6]=[CH:7][CH:8]=3)[C:3](=[O:19])[N:2]([NH:1][C:27](=[O:28])[CH2:26][C:20]3[CH:25]=[CH:24][CH:23]=[CH:22][CH:21]=3)[N:11]=2)=[CH:13][CH:14]=1. (5) Given the reactants Cl[C:2]1[N:7]([CH3:8])[C:6](=[O:9])[CH:5]=[C:4]([C:10]2[CH:15]=[CH:14][N:13]=[CH:12][N:11]=2)[N:3]=1.[CH3:16][C@H:17]1[NH:22][CH2:21][CH2:20][N:19]([C:23]([O:25][C:26]([CH3:29])([CH3:28])[CH3:27])=[O:24])[CH2:18]1.C(N(CC)CC)C, predict the reaction product. The product is: [C:26]([O:25][C:23]([N:19]1[CH2:20][CH2:21][N:22]([C:2]2[N:7]([CH3:8])[C:6](=[O:9])[CH:5]=[C:4]([C:10]3[CH:15]=[CH:14][N:13]=[CH:12][N:11]=3)[N:3]=2)[C@H:17]([CH3:16])[CH2:18]1)=[O:24])([CH3:29])([CH3:27])[CH3:28]. (6) Given the reactants [Cl:1][C:2]1[S:6][C:5]([NH2:7])=[N:4][CH:3]=1.[H-].[Na+].[Cl:10][C:11]1[CH:12]=[C:13]([CH:30]=[CH:31][CH:32]=1)[CH2:14][NH:15][C:16]([C:18]1[CH:26]=[CH:25][C:21]([C:22]([O-])=[O:23])=[C:20]([N:27]=[C:28]=[S:29])[CH:19]=1)=[O:17], predict the reaction product. The product is: [Cl:10][C:11]1[CH:12]=[C:13]([CH:30]=[CH:31][CH:32]=1)[CH2:14][NH:15][C:16]([C:18]1[CH:19]=[C:20]2[C:21]([C:22](=[O:23])[N:7]([C:5]3[S:6][C:2]([Cl:1])=[CH:3][N:4]=3)[C:28](=[S:29])[NH:27]2)=[CH:25][CH:26]=1)=[O:17]. (7) Given the reactants [C:1]([O:5][C:6]([NH:8][CH2:9][C:10]1[CH:15]=[CH:14][C:13]([CH2:16][C:17]([OH:19])=O)=[CH:12][CH:11]=1)=[O:7])([CH3:4])([CH3:3])[CH3:2].[CH:20]([NH2:23])([CH3:22])[CH3:21].C(Cl)CCl.C1C=CC2N(O)N=NC=2C=1.C(N(CC)CC)C, predict the reaction product. The product is: [C:1]([O:5][C:6]([NH:8][CH2:9][C:10]1[CH:11]=[CH:12][C:13]([CH2:16][C:17](=[O:19])[NH:23][CH:20]([CH3:22])[CH3:21])=[CH:14][CH:15]=1)=[O:7])([CH3:2])([CH3:3])[CH3:4]. (8) Given the reactants [CH2:1]([C:8]([CH2:10][C:11]1[CH:16]=[CH:15][CH:14]=[CH:13][CH:12]=1)=[O:9])[C:2]1[CH:7]=[CH:6][CH:5]=[CH:4][CH:3]=1.Br[C:18]1[N:19]([CH2:36][CH3:37])[C:20]([C:29]2[CH:34]=[CH:33][C:32]([Cl:35])=[CH:31][CH:30]=2)=[C:21]([C:23]2[CH:28]=[CH:27][N:26]=[CH:25][CH:24]=2)[N:22]=1, predict the reaction product. The product is: [Cl:35][C:32]1[CH:33]=[CH:34][C:29]([C:20]2[N:19]([CH2:36][CH3:37])[C:18]([C:8]([OH:9])([CH2:1][C:2]3[CH:7]=[CH:6][CH:5]=[CH:4][CH:3]=3)[CH2:10][C:11]3[CH:16]=[CH:15][CH:14]=[CH:13][CH:12]=3)=[N:22][C:21]=2[C:23]2[CH:24]=[CH:25][N:26]=[CH:27][CH:28]=2)=[CH:30][CH:31]=1.